Dataset: Forward reaction prediction with 1.9M reactions from USPTO patents (1976-2016). Task: Predict the product of the given reaction. Given the reactants [Cl:1][C:2]1[CH:3]=[N:4][N:5]([CH3:18])[C:6]=1[C:7]1[CH:12]=[C:11]([N+:13]([O-])=O)[CH:10]=[CH:9][C:8]=1[O:16][CH3:17], predict the reaction product. The product is: [Cl:1][C:2]1[CH:3]=[N:4][N:5]([CH3:18])[C:6]=1[C:7]1[CH:12]=[C:11]([NH2:13])[CH:10]=[CH:9][C:8]=1[O:16][CH3:17].